This data is from Full USPTO retrosynthesis dataset with 1.9M reactions from patents (1976-2016). The task is: Predict the reactants needed to synthesize the given product. (1) Given the product [N:15](/[C:18](=[CH:13]/[CH:12]=[CH:11]/[C:4]1[C:5]([O:9][CH3:10])=[CH:6][CH:7]=[CH:8][C:3]=1[O:2][CH3:1])/[C:19]([O:21][CH2:22][CH3:23])=[O:20])=[N+:16]=[N-:17], predict the reactants needed to synthesize it. The reactants are: [CH3:1][O:2][C:3]1[CH:8]=[CH:7][CH:6]=[C:5]([O:9][CH3:10])[C:4]=1/[CH:11]=[CH:12]/[CH:13]=O.[N:15]([CH2:18][C:19]([O:21][CH2:22][CH3:23])=[O:20])=[N+:16]=[N-:17].[Na].[Cl-].[NH4+]. (2) Given the product [CH2:17]([N:9]([CH2:17][C:18]1[CH:23]=[CH:22][CH:21]=[CH:20][CH:19]=1)[C@@H:10]([CH2:14][CH2:15][CH3:16])[C:11]([O:6][CH2:3][C:18]1[CH:23]=[CH:22][CH:21]=[CH:20][CH:19]=1)=[O:1])[C:18]1[CH:23]=[CH:22][CH:21]=[CH:20][CH:19]=1, predict the reactants needed to synthesize it. The reactants are: [OH-:1].[Na+].[C:3](=[O:6])([O-])[O-].[K+].[K+].[NH2:9][C@@H:10]([CH2:14][CH2:15][CH3:16])[C:11](O)=O.[CH2:17](Br)[C:18]1[CH:23]=[CH:22][CH:21]=[CH:20][CH:19]=1.